From a dataset of Experimentally validated miRNA-target interactions with 360,000+ pairs, plus equal number of negative samples. Binary Classification. Given a miRNA mature sequence and a target amino acid sequence, predict their likelihood of interaction. (1) The miRNA is hsa-miR-3141 with sequence GAGGGCGGGUGGAGGAGGA. The protein sequence of the target gene is MSGRGKTGGKARAKAKSRSSRAGLQFPVGRVHRLLRKGHYAERVGAGAPVYLAAVLEYLTAEILELAGNAARDNKKTRIIPRHLQLAIRNDEELNKLLGGVTIAQGGVLPNIQAVLLPKKTSATVGPKAPSGGKKATQASQEY. Result: 1 (interaction). (2) The miRNA is hsa-miR-5197-5p with sequence CAAUGGCACAAACUCAUUCUUGA. The protein sequence of the target gene is MAEPPRLPLTFEDVAIYFSEQEWQDLEAWQKELYKHVMRSNYETLVSLDDGLPKPELISWIEHGGEPFRKWRESQKSGNIICSSVDMHFDPGFEEQLFWGSQQAMNSGKTKSHFQLDPESQCSFGSFVSFRPDQGITLGSPQRHDARAPPPLACGPSESTLKEGIPGPRNLDLPGLWDVPAWESTQHPWPVCGESCWENNHLVMHQRGHSKDRTRRAWEKFNKRAETQMPWSSPRVQRHFRCGVCGKSFRRKLCLLRHLAAHTGRGPFRNADGEMCFRHELTHPSHRLPQQGEKPAQCTP.... Result: 1 (interaction).